This data is from Forward reaction prediction with 1.9M reactions from USPTO patents (1976-2016). The task is: Predict the product of the given reaction. The product is: [CH3:14][O:13][C:4]1[C:5]([O:9][CH2:10][O:11][CH3:12])=[C:6]([B:24]2[O:28][C:27]([CH3:30])([CH3:29])[C:26]([CH3:32])([CH3:31])[O:25]2)[CH:7]=[CH:8][C:3]=1[O:2][CH3:1]. Given the reactants [CH3:1][O:2][C:3]1[CH:8]=[CH:7][CH:6]=[C:5]([O:9][CH2:10][O:11][CH3:12])[C:4]=1[O:13][CH3:14].C([Li])CCC.C(O[B:24]1[O:28][C:27]([CH3:30])([CH3:29])[C:26]([CH3:32])([CH3:31])[O:25]1)(C)C, predict the reaction product.